Dataset: Reaction yield outcomes from USPTO patents with 853,638 reactions. Task: Predict the reaction yield, written as a fraction of the theoretical maximum amount of product (1.0 means a 100% yield; for example, 0.34 means a 34% yield). (1) The reactants are [Cl:1][C:2]1[CH:3]=[N+:4]([O-:34])[CH:5]=[C:6]([Cl:33])[C:7]=1[CH2:8][C@@H:9]([C:18]1[CH:23]=[CH:22][C:21]([O:24][CH:25]([F:27])[F:26])=[C:20]([O:28][CH2:29][CH:30]2[CH2:32][CH2:31]2)[CH:19]=1)[O:10][C:11]([CH:13]1[NH:17][CH2:16][CH2:15][S:14]1)=[O:12].C([O-])([O-])=O.[K+].[K+].Br[CH2:42][C:43]([C:45]1[S:46][CH:47]=[CH:48][CH:49]=1)=[O:44]. The catalyst is CN(C=O)C.O. The product is [Cl:1][C:2]1[CH:3]=[N+:4]([O-:34])[CH:5]=[C:6]([Cl:33])[C:7]=1[CH2:8][C@@H:9]([C:18]1[CH:23]=[CH:22][C:21]([O:24][CH:25]([F:27])[F:26])=[C:20]([O:28][CH2:29][CH:30]2[CH2:32][CH2:31]2)[CH:19]=1)[O:10][C:11]([CH:13]1[N:17]([CH2:42][C:43](=[O:44])[C:45]2[S:46][CH:47]=[CH:48][CH:49]=2)[CH2:16][CH2:15][S:14]1)=[O:12]. The yield is 0.580. (2) The reactants are [Br:1][C:2]1[CH:10]=[C:9]([CH3:11])[C:5]2[NH:6][CH:7]=[N:8][C:4]=2[CH:3]=1.CC1C=CC(S(O)(=O)=O)=CC=1.O.[O:24]1[CH:29]=[CH:28][CH2:27][CH2:26][CH2:25]1. The catalyst is C1COCC1. The product is [Br:1][C:2]1[CH:10]=[C:9]([CH3:11])[C:5]2[N:6]([CH:25]3[CH2:26][CH2:27][CH2:28][CH2:29][O:24]3)[CH:7]=[N:8][C:4]=2[CH:3]=1. The yield is 0.950.